Dataset: Full USPTO retrosynthesis dataset with 1.9M reactions from patents (1976-2016). Task: Predict the reactants needed to synthesize the given product. (1) Given the product [F:1][C:2]1[CH:23]=[CH:22][C:5]([CH2:6][N:7]2[CH2:12][CH2:11][N:10]([C:13]([C:15]3[CH:16]=[N:17][C:18]([C:35]4[CH:36]=[CH:37][C:32]([O:31][CH2:24][C:25]5[CH:30]=[CH:29][CH:28]=[CH:27][CH:26]=5)=[CH:33][CH:34]=4)=[CH:19][CH:20]=3)=[O:14])[CH2:9][CH2:8]2)=[CH:4][CH:3]=1, predict the reactants needed to synthesize it. The reactants are: [F:1][C:2]1[CH:23]=[CH:22][C:5]([CH2:6][N:7]2[CH2:12][CH2:11][N:10]([C:13]([C:15]3[CH:16]=[N:17][C:18](Br)=[CH:19][CH:20]=3)=[O:14])[CH2:9][CH2:8]2)=[CH:4][CH:3]=1.[CH2:24]([O:31][C:32]1[CH:37]=[CH:36][C:35](B(O)O)=[CH:34][CH:33]=1)[C:25]1[CH:30]=[CH:29][CH:28]=[CH:27][CH:26]=1.P([O-])([O-])([O-])=O.[K+].[K+].[K+].COC1C=CC=C(OC)C=1C1C=CC=CC=1P(C1CCCCC1)C1CCCCC1. (2) Given the product [Br:47][CH2:25][C:22]1[CH:23]=[CH:24][C:19]([CH2:18][C:8]2[N:7]([CH:1]3[CH2:6][CH2:5][CH2:4][CH2:3][CH2:2]3)[C:11]3[N:12]=[C:13]([C:16]#[N:17])[N:14]=[CH:15][C:10]=3[CH:9]=2)=[CH:20][CH:21]=1, predict the reactants needed to synthesize it. The reactants are: [CH:1]1([N:7]2[C:11]3[N:12]=[C:13]([C:16]#[N:17])[N:14]=[CH:15][C:10]=3[CH:9]=[C:8]2[CH2:18][C:19]2[CH:24]=[CH:23][C:22]([CH2:25]O)=[CH:21][CH:20]=2)[CH2:6][CH2:5][CH2:4][CH2:3][CH2:2]1.C1(P(C2C=CC=CC=2)C2C=CC=CC=2)C=CC=CC=1.C(Br)(Br)(Br)[Br:47]. (3) Given the product [Cl:22][C:23]1[CH:24]=[C:25]([NH:26][C:19]2[C:20]3[N:12]([CH2:11][CH2:10][OH:9])[CH:13]=[CH:14][C:15]=3[N:16]=[CH:17][N:18]=2)[CH:27]=[CH:28][C:29]=1[O:30][C:31]1[CH:39]=[CH:38][C:37]([Cl:40])=[C:36]2[C:32]=1[CH:33]=[N:34][NH:35]2, predict the reactants needed to synthesize it. The reactants are: C([O:9][CH2:10][CH2:11][N:12]1[C:20]2[C:19](Cl)=[N:18][CH:17]=[N:16][C:15]=2[CH:14]=[CH:13]1)(=O)C1C=CC=CC=1.[Cl:22][C:23]1[CH:24]=[C:25]([CH:27]=[CH:28][C:29]=1[O:30][C:31]1[CH:39]=[CH:38][C:37]([Cl:40])=[C:36]2[C:32]=1[CH:33]=[N:34][NH:35]2)[NH2:26].Cl.N1C=CC=CC=1.[OH-].[Na+].[Cl-].[NH4+]. (4) Given the product [N+:10]([C:3]1[CH:4]=[C:5]([C:7](=[O:9])[CH3:8])[S:6][C:2]=1[S:23][C:14]1[CH:15]=[N:16][C:17]2[C:22](=[CH:21][CH:20]=[CH:19][CH:18]=2)[N:13]=1)([O-:12])=[O:11], predict the reactants needed to synthesize it. The reactants are: Cl[C:2]1[S:6][C:5]([C:7](=[O:9])[CH3:8])=[CH:4][C:3]=1[N+:10]([O-:12])=[O:11].[N:13]1[C:22]2[C:17](=[CH:18][CH:19]=[CH:20][CH:21]=2)[N:16]=[CH:15][C:14]=1[SH:23]. (5) Given the product [F:1][C:2]([F:26])([F:25])[CH2:3][NH:4][C:5]([C:7]1([CH2:20][CH2:21][CH2:22][CH2:23][N:38]2[CH2:39][CH2:40][N:35]([C:33]3[S:34][C:30]4[CH:29]=[C:28]([Cl:27])[CH:42]=[CH:41][C:31]=4[N:32]=3)[CH2:36][CH2:37]2)[C:19]2[CH:18]=[CH:17][CH:16]=[CH:15][C:14]=2[C:13]2[C:8]1=[CH:9][CH:10]=[CH:11][CH:12]=2)=[O:6], predict the reactants needed to synthesize it. The reactants are: [F:1][C:2]([F:26])([F:25])[CH2:3][NH:4][C:5]([C:7]1([CH2:20][CH2:21][CH2:22][CH2:23]Br)[C:19]2[CH:18]=[CH:17][CH:16]=[CH:15][C:14]=2[C:13]2[C:8]1=[CH:9][CH:10]=[CH:11][CH:12]=2)=[O:6].[Cl:27][C:28]1[CH:42]=[CH:41][C:31]2[N:32]=[C:33]([N:35]3[CH2:40][CH2:39][NH:38][CH2:37][CH2:36]3)[S:34][C:30]=2[CH:29]=1. (6) Given the product [Cl:33][C:27]1[C:26]([CH3:34])=[C:25]([NH:24][C@@H:10]([C:11]2[O:12][C:13]([C:16]3[CH:21]=[CH:20][C:19]([OH:22])=[C:18]([Cl:23])[CH:17]=3)=[N:14][N:15]=2)[C@H:9]([OH:8])[CH3:35])[CH:32]=[CH:31][C:28]=1[C:29]#[N:30], predict the reactants needed to synthesize it. The reactants are: [Si]([O:8][C@H:9]([CH3:35])[C@@H:10]([NH:24][C:25]1[CH:32]=[CH:31][C:28]([C:29]#[N:30])=[C:27]([Cl:33])[C:26]=1[CH3:34])[C:11]1[O:12][C:13]([C:16]2[CH:21]=[CH:20][C:19]([OH:22])=[C:18]([Cl:23])[CH:17]=2)=[N:14][N:15]=1)(C(C)(C)C)(C)C.CCCC[N+](CCCC)(CCCC)CCCC.[F-].